This data is from Forward reaction prediction with 1.9M reactions from USPTO patents (1976-2016). The task is: Predict the product of the given reaction. (1) Given the reactants [Cl:1][C:2]1[CH:3]=[CH:4][C:5]([C:28]([F:31])([F:30])[F:29])=[C:6]([CH:27]=1)[CH2:7][N:8]1[CH2:13][CH2:12][NH:11][C:10]2[N:14]=[CH:15][C:16]([C:18]3[CH:26]=[CH:25][C:21]([C:22]([OH:24])=O)=[CH:20][CH:19]=3)=[CH:17][C:9]1=2.[CH3:32][C:33]1[CH:42]=[C:41]([N:43]2[CH2:48][CH2:47][NH:46][CH2:45][CH2:44]2)[C:40]2[C:35](=[CH:36][CH:37]=[CH:38][CH:39]=2)[N:34]=1, predict the reaction product. The product is: [Cl:1][C:2]1[CH:3]=[CH:4][C:5]([C:28]([F:29])([F:31])[F:30])=[C:6]([CH:27]=1)[CH2:7][N:8]1[CH2:13][CH2:12][NH:11][C:10]2[N:14]=[CH:15][C:16]([C:18]3[CH:26]=[CH:25][C:21]([C:22]([N:46]4[CH2:47][CH2:48][N:43]([C:41]5[C:40]6[C:35](=[CH:36][CH:37]=[CH:38][CH:39]=6)[N:34]=[C:33]([CH3:32])[CH:42]=5)[CH2:44][CH2:45]4)=[O:24])=[CH:20][CH:19]=3)=[CH:17][C:9]1=2. (2) Given the reactants C([O:8][N:9]1[CH2:14][CH2:13][CH2:12][C@@H:11]([NH:15][S:16]([C:19]2[CH:24]=[CH:23][C:22]([O:25][C:26]3[CH:31]=[CH:30][C:29]([Cl:32])=[CH:28][CH:27]=3)=[CH:21][CH:20]=2)(=[O:18])=[O:17])[C:10]1=[O:33])C1C=CC=CC=1, predict the reaction product. The product is: [Cl:32][C:29]1[CH:28]=[CH:27][C:26]([O:25][C:22]2[CH:21]=[CH:20][C:19]([S:16]([NH:15][C@@H:11]3[CH2:12][CH2:13][CH2:14][N:9]([OH:8])[C:10]3=[O:33])(=[O:17])=[O:18])=[CH:24][CH:23]=2)=[CH:31][CH:30]=1. (3) Given the reactants [Cl:1][C:2]1[C:3]([C:9](=[N:24][OH:25])[CH2:10][NH:11][C:12](=[O:23])[C:13]2[CH:18]=[CH:17][CH:16]=[CH:15][C:14]=2[C:19]([F:22])([F:21])[F:20])=[N:4][CH:5]=[C:6]([Cl:8])[CH:7]=1.C(=O)([O-])[O-].[K+].[K+].I[CH:33]([CH3:35])[CH3:34].Cl, predict the reaction product. The product is: [Cl:1][C:2]1[C:3]([C:9](=[N:24][O:25][CH:33]([CH3:35])[CH3:34])[CH2:10][NH:11][C:12](=[O:23])[C:13]2[CH:18]=[CH:17][CH:16]=[CH:15][C:14]=2[C:19]([F:20])([F:22])[F:21])=[N:4][CH:5]=[C:6]([Cl:8])[CH:7]=1. (4) The product is: [C:1]([O:5][C:6](=[O:7])[NH:8][C:9]1[CH:14]=[CH:13][N:12]([CH2:15][CH2:16][CH:17]([F:27])[CH2:18][N:19]2[CH:23]=[C:22]([C:24](=[O:26])[NH:40][CH2:39][C:35]3[CH:36]=[CH:37][CH:38]=[C:33]([O:32][C:31]([F:30])([F:41])[F:42])[CH:34]=3)[N:21]=[N:20]2)[C:11](=[O:28])[C:10]=1[F:29])([CH3:2])([CH3:4])[CH3:3]. Given the reactants [C:1]([O:5][C:6]([NH:8][C:9]1[CH:14]=[CH:13][N:12]([CH2:15][CH2:16][CH:17]([F:27])[CH2:18][N:19]2[CH:23]=[C:22]([C:24]([OH:26])=O)[N:21]=[N:20]2)[C:11](=[O:28])[C:10]=1[F:29])=[O:7])([CH3:4])([CH3:3])[CH3:2].[F:30][C:31]([F:42])([F:41])[O:32][C:33]1[CH:34]=[C:35]([CH2:39][NH2:40])[CH:36]=[CH:37][CH:38]=1.CN(C(ON1N=NC2C=CC=NC1=2)=[N+](C)C)C.F[P-](F)(F)(F)(F)F.CCN(C(C)C)C(C)C, predict the reaction product.